This data is from Reaction yield outcomes from USPTO patents with 853,638 reactions. The task is: Predict the reaction yield, written as a fraction of the theoretical maximum amount of product (1.0 means a 100% yield; for example, 0.34 means a 34% yield). The reactants are FC(C(C(F)(F)F)C(O)=O)(F)F.[N:13]1([C:19]([CH:21]2[C:23]3([CH2:28][CH2:27][N:26]([CH:29]4[CH2:34][CH2:33][O:32][CH2:31][CH2:30]4)[CH2:25][CH2:24]3)[CH2:22]2)=[O:20])[CH2:18][CH2:17][NH:16][CH2:15][CH2:14]1.[C:35]1(=O)[CH2:40][CH2:39][CH2:38][CH2:37][CH2:36]1.C([BH3-])#N.C[NH+](C)C. The catalyst is CC(O)=O.C(Cl)Cl. The product is [CH:35]1([N:16]2[CH2:17][CH2:18][N:13]([C:19]([CH:21]3[C:23]4([CH2:24][CH2:25][N:26]([CH:29]5[CH2:34][CH2:33][O:32][CH2:31][CH2:30]5)[CH2:27][CH2:28]4)[CH2:22]3)=[O:20])[CH2:14][CH2:15]2)[CH2:40][CH2:39][CH2:38][CH2:37][CH2:36]1. The yield is 0.660.